The task is: Regression. Given a peptide amino acid sequence and an MHC pseudo amino acid sequence, predict their binding affinity value. This is MHC class II binding data.. This data is from Peptide-MHC class II binding affinity with 134,281 pairs from IEDB. (1) The peptide sequence is TSLVRLVYILSKQNQQH. The binding affinity (normalized) is 0.467. The MHC is DRB1_0701 with pseudo-sequence DRB1_0701. (2) The peptide sequence is GELQIVDKIDAIFKI. The MHC is DRB1_0101 with pseudo-sequence DRB1_0101. The binding affinity (normalized) is 0.583. (3) The peptide sequence is LVKYVNGDGDVVAVDIKEKG. The MHC is HLA-DQA10102-DQB10602 with pseudo-sequence HLA-DQA10102-DQB10602. The binding affinity (normalized) is 0.222. (4) The peptide sequence is KIIGGIGGFIKVRQYDQIPI. The MHC is H-2-IAd with pseudo-sequence H-2-IAd. The binding affinity (normalized) is 0.444. (5) The peptide sequence is VDFQKTVKVTGVTTQGVKSL. The MHC is DRB1_0101 with pseudo-sequence DRB1_0101. The binding affinity (normalized) is 0. (6) The peptide sequence is CIALDMMNENLGIIS. The MHC is DRB3_0101 with pseudo-sequence DRB3_0101. The binding affinity (normalized) is 0.386. (7) The peptide sequence is NVTENFNMWKNNMVEQMH. The MHC is DRB5_0101 with pseudo-sequence DRB5_0101. The binding affinity (normalized) is 0.347. (8) The peptide sequence is APSGRIVMELYADVV. The MHC is HLA-DQA10102-DQB10502 with pseudo-sequence HLA-DQA10102-DQB10502. The binding affinity (normalized) is 0.508.